From a dataset of Reaction yield outcomes from USPTO patents with 853,638 reactions. Predict the reaction yield, written as a fraction of the theoretical maximum amount of product (1.0 means a 100% yield; for example, 0.34 means a 34% yield). (1) The reactants are [CH3:1][O:2][C:3](=[O:28])[CH:4]([C:6]1[CH:15]=[CH:14][C:13]2[C:8](=[CH:9][CH:10]=[C:11]([O:16][C:17](=[O:27])[CH2:18][O:19]CC3C=CC=CC=3)[CH:12]=2)[CH:7]=1)[CH3:5]. The catalyst is C(OCC)(=O)C.[Pd]. The product is [CH3:1][O:2][C:3](=[O:28])[CH:4]([C:6]1[CH:15]=[CH:14][C:13]2[C:8](=[CH:9][CH:10]=[C:11]([O:16][C:17](=[O:27])[CH2:18][OH:19])[CH:12]=2)[CH:7]=1)[CH3:5]. The yield is 0.789. (2) The reactants are C[N:2]([CH:4]=[C:5]1[CH2:11][CH2:10][CH2:9][C:8]2[CH:12]=[C:13]([N:16]3[CH2:20][C@H:19]([CH2:21][O:22][C:23]4[CH:28]=[CH:27][CH:26]=[CH:25][N:24]=4)[O:18][C:17]3=[O:29])[CH:14]=[CH:15][C:7]=2[C:6]1=O)C.O.[NH2:32]N. The catalyst is C(O)C.ClCCl. The product is [N:24]1[CH:25]=[CH:26][CH:27]=[CH:28][C:23]=1[O:22][CH2:21][C@@H:19]1[O:18][C:17](=[O:29])[N:16]([C:13]2[CH:14]=[CH:15][C:7]3[C:6]4[NH:32][N:2]=[CH:4][C:5]=4[CH2:11][CH2:10][CH2:9][C:8]=3[CH:12]=2)[CH2:20]1. The yield is 0.680. (3) The reactants are Cl.Cl.[CH2:3]([N:10]1[CH2:15][CH2:14][CH:13]([N:16]2[CH2:21][CH2:20][CH2:19][CH:18]([C:22](O)=[O:23])[CH2:17]2)[CH2:12][CH2:11]1)[C:4]1[CH:9]=[CH:8][CH:7]=[CH:6][CH:5]=1.[NH:25]1[CH2:29][CH2:28][CH2:27][CH2:26]1. No catalyst specified. The product is [CH2:3]([N:10]1[CH2:15][CH2:14][CH:13]([N:16]2[CH2:21][CH2:20][CH2:19][CH:18]([C:22]([N:25]3[CH2:29][CH2:28][CH2:27][CH2:26]3)=[O:23])[CH2:17]2)[CH2:12][CH2:11]1)[C:4]1[CH:9]=[CH:8][CH:7]=[CH:6][CH:5]=1. The yield is 0.900. (4) The yield is 0.224. The reactants are [Cl:1][C:2]1[CH:3]=[C:4]([NH:8][C:9]([N:11]2[CH2:16][CH2:15][C:14]3[NH:17][N:18]=[C:19]([C:20]([N:22]([CH3:35])[O:23][CH:24]4[CH2:27][N:26](C(OC(C)(C)C)=O)[CH2:25]4)=[O:21])[C:13]=3[CH2:12]2)=[O:10])[CH:5]=[CH:6][CH:7]=1.C(O)(C(F)(F)F)=O. The catalyst is C(Cl)Cl. The product is [NH:26]1[CH2:25][CH:24]([O:23][N:22]([CH3:35])[C:20]([C:19]2[C:13]3[CH2:12][N:11]([C:9]([NH:8][C:4]4[CH:5]=[CH:6][CH:7]=[C:2]([Cl:1])[CH:3]=4)=[O:10])[CH2:16][CH2:15][C:14]=3[NH:17][N:18]=2)=[O:21])[CH2:27]1. (5) The reactants are [CH2:1]([O:3][C:4]1[C:8]([CH2:9][CH2:10][CH2:11][OH:12])=[CH:7][N:6]([C:13]2[CH:18]=[C:17]([C:19]([F:22])([F:21])[F:20])[CH:16]=[CH:15][N:14]=2)[N:5]=1)[CH3:2].O[C:24]1[CH:29]=[CH:28][CH:27]=[CH:26][C:25]=1[CH2:30][C:31]([O:33]C)=[O:32].C(P(CCCC)CCCC)CCC.N(C(N1CCCCC1)=O)=NC(N1CCCCC1)=O. The catalyst is O1CCCC1. The product is [CH2:1]([O:3][C:4]1[C:8]([CH2:9][CH2:10][CH2:11][O:12][C:24]2[CH:29]=[CH:28][CH:27]=[CH:26][C:25]=2[CH2:30][C:31]([OH:33])=[O:32])=[CH:7][N:6]([C:13]2[CH:18]=[C:17]([C:19]([F:21])([F:20])[F:22])[CH:16]=[CH:15][N:14]=2)[N:5]=1)[CH3:2]. The yield is 0.670.